Dataset: Forward reaction prediction with 1.9M reactions from USPTO patents (1976-2016). Task: Predict the product of the given reaction. Given the reactants [Br:1][C:2]1[CH:3]=[C:4]([CH:6]=[CH:7][CH:8]=1)[NH2:5].O1C=CN=C1C1C=C(N2[C:26](=[O:27])[CH2:25][C:24](=[O:28])[NH:23][C:22]3[C:29]4[C:34]([CH:35]=[CH:36][C:21]2=3)=[CH:33][CH:32]=[CH:31][CH:30]=4)C=CC=1, predict the reaction product. The product is: [Br:1][C:2]1[CH:3]=[C:4]([N:5]2[C:26](=[O:27])[CH2:25][C:24](=[O:28])[NH:23][C:22]3[C:29]4[C:34]([CH:35]=[CH:36][C:21]2=3)=[CH:33][CH:32]=[CH:31][CH:30]=4)[CH:6]=[CH:7][CH:8]=1.